Dataset: Reaction yield outcomes from USPTO patents with 853,638 reactions. Task: Predict the reaction yield, written as a fraction of the theoretical maximum amount of product (1.0 means a 100% yield; for example, 0.34 means a 34% yield). The product is [Cl:34][C:11]1[N:10]2[N:13]=[C:14]([C:16]([O:18][CH2:19][CH3:20])=[O:17])[CH:15]=[C:9]2[N:8]=[C:7]([CH3:21])[C:6]=1[CH2:5][C:4]([O:3][CH2:1][CH3:2])=[O:22]. No catalyst specified. The yield is 0.830. The reactants are [CH2:1]([O:3][C:4](=[O:22])[CH2:5][C:6]1[C:7]([CH3:21])=[N:8][C:9]2[N:10]([N:13]=[C:14]([C:16]([O:18][CH2:19][CH3:20])=[O:17])[CH:15]=2)[C:11]=1O)[CH3:2].CN(C)C1C=CC=CC=1.O=P(Cl)(Cl)[Cl:34].